From a dataset of Reaction yield outcomes from USPTO patents with 853,638 reactions. Predict the reaction yield, written as a fraction of the theoretical maximum amount of product (1.0 means a 100% yield; for example, 0.34 means a 34% yield). (1) The reactants are Cl[C:2]1[N:7]=[CH:6][C:5]([F:8])=[CH:4][N:3]=1.C(=O)([O-])[O-].[K+].[K+].[NH:15]1[CH2:20][CH2:19][NH:18][CH2:17][CH2:16]1. The catalyst is CN(C=O)C. The product is [F:8][C:5]1[CH:4]=[N:3][C:2]([N:15]2[CH2:20][CH2:19][NH:18][CH2:17][CH2:16]2)=[N:7][CH:6]=1. The yield is 0.550. (2) The reactants are CN([CH:9]=[O:10])C1C=CC=CC=1.P(Cl)(Cl)(Cl)=O.[CH3:16][C:17]1[CH:18]=[C:19]([O:23][CH2:24][CH:25]=[CH2:26])[CH:20]=[CH:21][CH:22]=1. No catalyst specified. The product is [CH2:24]([O:23][C:19]1[CH:20]=[CH:21][C:22]([CH:9]=[O:10])=[C:17]([CH3:16])[CH:18]=1)[CH:25]=[CH2:26]. The yield is 0.810. (3) The reactants are [CH3:1][C:2]1[CH:7]=[CH:6][C:5]([C:8]2[CH:13]=[CH:12][CH:11]=[C:10]([N+:14]([O-])=O)[CH:9]=2)=[CH:4][CH:3]=1.C.O.NN. The catalyst is C(O)(C)C.[Fe](Cl)(Cl)Cl. The product is [CH3:1][C:2]1[CH:3]=[CH:4][C:5]([C:8]2[CH:13]=[CH:12][CH:11]=[C:10]([NH2:14])[CH:9]=2)=[CH:6][CH:7]=1. The yield is 0.950.